From a dataset of Reaction yield outcomes from USPTO patents with 853,638 reactions. Predict the reaction yield, written as a fraction of the theoretical maximum amount of product (1.0 means a 100% yield; for example, 0.34 means a 34% yield). (1) The reactants are Br[C:2]1[CH:3]=[N:4][C:5]2[C:10]([CH:11]=1)=[CH:9][CH:8]=[CH:7][CH:6]=2.C([Li])CCC.C[O:18]B(OC)OC.C(OO)(=O)C. The catalyst is CCOCC.O.S(=O)(O)[O-].[Na+]. The product is [OH:18][C:2]1[CH:3]=[N:4][C:5]2[C:10]([CH:11]=1)=[CH:9][CH:8]=[CH:7][CH:6]=2. The yield is 0.410. (2) The reactants are [NH2:1][C:2]1[C:11]2[C:6](=[C:7](Br)[CH:8]=[CH:9][CH:10]=2)[N:5]=[N:4][C:3]=1[C:13]([NH:15][CH3:16])=[O:14].[CH3:17][O:18][C:19]1[CH:24]=[CH:23][C:22]([O:25][CH3:26])=[CH:21][C:20]=1B(O)O.C(=O)([O-])[O-].[K+].[K+]. The catalyst is O1CCCC1.C(O)C.O. The product is [NH2:1][C:2]1[C:11]2[C:6](=[C:7]([C:23]3[CH:24]=[C:19]([O:18][CH3:17])[CH:20]=[CH:21][C:22]=3[O:25][CH3:26])[CH:8]=[CH:9][CH:10]=2)[N:5]=[N:4][C:3]=1[C:13]([NH:15][CH3:16])=[O:14]. The yield is 0.590. (3) The reactants are Br[C:2]1[C:3]([CH:8]2[CH2:10][CH2:9]2)=[N:4][N:5]([CH3:7])[CH:6]=1.[Li]CCCC.C(O[B:20]1[O:24][C:23]([CH3:26])([CH3:25])[C:22]([CH3:28])([CH3:27])[O:21]1)(C)C. The catalyst is C1COCC1. The yield is 0.480. The product is [CH:8]1([C:3]2[C:2]([B:20]3[O:24][C:23]([CH3:26])([CH3:25])[C:22]([CH3:28])([CH3:27])[O:21]3)=[CH:6][N:5]([CH3:7])[N:4]=2)[CH2:10][CH2:9]1. (4) The catalyst is C1COCC1. The yield is 0.420. The reactants are [CH:1]1([C:4]2[C:5]([N:24]([C:29]3[CH:34]=[CH:33][C:32]([B:35]4[O:39]C(C)(C)C(C)(C)[O:36]4)=[C:31]([F:44])[CH:30]=3)[S:25]([CH3:28])(=[O:27])=[O:26])=[CH:6][C:7]3[O:11][C:10]([C:12]4[CH:17]=[CH:16][C:15]([F:18])=[CH:14][CH:13]=4)=[C:9]([C:19]([NH:21][CH3:22])=[O:20])[C:8]=3[CH:23]=2)[CH2:3][CH2:2]1.Cl.C1(B(O)O)C=CC=CC=1. The product is [CH:1]1([C:4]2[C:5]([N:24]([C:29]3[CH:34]=[CH:33][C:32]([B:35]([OH:36])[OH:39])=[C:31]([F:44])[CH:30]=3)[S:25]([CH3:28])(=[O:26])=[O:27])=[CH:6][C:7]3[O:11][C:10]([C:12]4[CH:17]=[CH:16][C:15]([F:18])=[CH:14][CH:13]=4)=[C:9]([C:19](=[O:20])[NH:21][CH3:22])[C:8]=3[CH:23]=2)[CH2:3][CH2:2]1. (5) The reactants are CC1C=CC(S(O[CH2:12][CH2:13][C:14]2[N:18]([C:19]3[N:24]=[CH:23][C:22]([F:25])=[CH:21][N:20]=3)[N:17]=[N:16][C:15]=2[C@H:26]([NH:28][C:29](=[O:41])[C:30]2[CH:35]=[CH:34][CH:33]=[C:32]([C:36]([F:39])([F:38])[F:37])[C:31]=2[Cl:40])[CH3:27])(=O)=O)=CC=1.[H-].[Na+]. The catalyst is C1COCC1. The product is [Cl:40][C:31]1[C:32]([C:36]([F:39])([F:37])[F:38])=[CH:33][CH:34]=[CH:35][C:30]=1[C:29]([N:28]1[CH2:12][CH2:13][C:14]2[N:18]([C:19]3[N:20]=[CH:21][C:22]([F:25])=[CH:23][N:24]=3)[N:17]=[N:16][C:15]=2[C@H:26]1[CH3:27])=[O:41]. The yield is 0.720. (6) The reactants are [CH3:1][S:2]([C:5]1[CH:10]=[CH:9][C:8]([C:11]2[CH:16]=[CH:15][C:14]([OH:17])=[C:13]([OH:18])[CH:12]=2)=[CH:7][CH:6]=1)(=[O:4])=[O:3].C(=O)([O-])[O-].[K+].[K+].[I-].[CH3:26][CH2:27][CH3:28].[CH3:29][C:30]([CH2:32]C)=O. No catalyst specified. The product is [CH3:1][S:2]([C:5]1[CH:6]=[CH:7][C:8]([C:11]2[CH:16]=[CH:15][C:14]([O:17][CH2:26][CH2:27][CH3:28])=[C:13]([O:18][CH2:29][CH2:30][CH3:32])[CH:12]=2)=[CH:9][CH:10]=1)(=[O:3])=[O:4]. The yield is 0.900.